From a dataset of Forward reaction prediction with 1.9M reactions from USPTO patents (1976-2016). Predict the product of the given reaction. (1) Given the reactants [C:1]([C:3]([C:6]1[CH:7]=[C:8]([C:12]([NH:14][C:15]2[CH:16]=[C:17]([CH:38]=[CH:39][CH:40]=2)[O:18][C:19]2[CH:33]=[CH:32][C:22]3[N:23]=[C:24]([NH:26][C:27]([CH:29]4[CH2:31][CH2:30]4)=[O:28])[S:25][C:21]=3[C:20]=2[C:34]([O:36]C)=[O:35])=[O:13])[CH:9]=[CH:10][CH:11]=1)([CH3:5])[CH3:4])#[N:2].O.[OH-].[Li+].Cl, predict the reaction product. The product is: [C:1]([C:3]([C:6]1[CH:7]=[C:8]([C:12]([NH:14][C:15]2[CH:16]=[C:17]([CH:38]=[CH:39][CH:40]=2)[O:18][C:19]2[CH:33]=[CH:32][C:22]3[N:23]=[C:24]([NH:26][C:27]([CH:29]4[CH2:30][CH2:31]4)=[O:28])[S:25][C:21]=3[C:20]=2[C:34]([OH:36])=[O:35])=[O:13])[CH:9]=[CH:10][CH:11]=1)([CH3:5])[CH3:4])#[N:2]. (2) Given the reactants Br[CH:2]([C:9]1[CH:14]=[CH:13][CH:12]=[CH:11][CH:10]=1)[C:3]1[CH:8]=[CH:7][CH:6]=[CH:5][CH:4]=1.[F:15][C:16]1[CH:17]=[C:18]([OH:25])[CH:19]=[CH:20][C:21]=1[N+:22]([O-:24])=[O:23].C([O-])([O-])=O.[K+].[K+], predict the reaction product. The product is: [F:15][C:16]1[CH:17]=[C:18]([CH:19]=[CH:20][C:21]=1[N+:22]([O-:24])=[O:23])[O:25][CH:2]([C:9]1[CH:14]=[CH:13][CH:12]=[CH:11][CH:10]=1)[C:3]1[CH:8]=[CH:7][CH:6]=[CH:5][CH:4]=1. (3) Given the reactants [OH:1][C@@:2]1([C:9]#[C:10][C:11]2[CH:12]=[C:13]([C:17]3[N:22]=[C:21]([C:23]([O:25]CC)=O)[CH:20]=[C:19]([C:28]4[CH:32]=[CH:31][N:30]([CH3:33])[N:29]=4)[N:18]=3)[CH:14]=[CH:15][CH:16]=2)[CH2:6][CH2:5][N:4]([CH3:7])[C:3]1=[O:8].[NH3:34], predict the reaction product. The product is: [OH:1][C@@:2]1([C:9]#[C:10][C:11]2[CH:12]=[C:13]([C:17]3[N:22]=[C:21]([C:23]([NH2:34])=[O:25])[CH:20]=[C:19]([C:28]4[CH:32]=[CH:31][N:30]([CH3:33])[N:29]=4)[N:18]=3)[CH:14]=[CH:15][CH:16]=2)[CH2:6][CH2:5][N:4]([CH3:7])[C:3]1=[O:8]. (4) The product is: [CH3:2][C:3]1([CH3:9])[CH2:7][CH2:6][CH2:5][C@H:4]1[NH:8][C:16]1[C:17]2[CH:36]=[CH:35][NH:34][C:18]=2[N:19]=[C:20]([NH:22][C:23]2[CH:24]=[C:25]([NH:29][S:30]([CH3:33])(=[O:32])=[O:31])[CH:26]=[CH:27][CH:28]=2)[N:21]=1. Given the reactants Cl.[CH3:2][C:3]1([CH3:9])[CH2:7][CH2:6][CH2:5][C@H:4]1[NH2:8].C1(N)CCC1.Cl[C:16]1[C:17]2[CH:36]=[CH:35][NH:34][C:18]=2[N:19]=[C:20]([NH:22][C:23]2[CH:24]=[C:25]([NH:29][S:30]([CH3:33])(=[O:32])=[O:31])[CH:26]=[CH:27][CH:28]=2)[N:21]=1.ClC1N=C(NC2C=C(NS(C)(=O)=O)C=CC=2)N=C2C=1N=CN2, predict the reaction product. (5) Given the reactants Cl[C:2]1[C:11]2[C:6](=[CH:7][C:8]([O:14][CH3:15])=[C:9]([O:12][CH3:13])[CH:10]=2)[N:5]=[CH:4][N:3]=1.N(C1N=CC2C(=CC=CC=2)N=1)C1C=CC=CC=1.OCC([C@H]([C@@H]([C@@H](CO)O)O)O)=O.[C:45]1([CH:51]2[CH:56]([NH:57][C:58](=[O:65])[C:59]3[CH:64]=[CH:63][CH:62]=[CH:61][CH:60]=3)[CH2:55][CH2:54][NH:53][CH2:52]2)[CH:50]=[CH:49][CH:48]=[CH:47][CH:46]=1.C(=O)([O-])[O-].[K+].[K+], predict the reaction product. The product is: [CH3:13][O:12][C:9]1[CH:10]=[C:11]2[C:6](=[CH:7][C:8]=1[O:14][CH3:15])[N:5]=[CH:4][N:3]=[C:2]2[N:53]1[CH2:54][CH2:55][CH:56]([NH:57][C:58](=[O:65])[C:59]2[CH:64]=[CH:63][CH:62]=[CH:61][CH:60]=2)[CH:51]([C:45]2[CH:50]=[CH:49][CH:48]=[CH:47][CH:46]=2)[CH2:52]1. (6) Given the reactants C[O:2][C:3]1[CH:8]=[C:7]([C:9]([C:12]2[N:17]3[N:18]=[C:19]([NH:21][C:22]4[CH:27]=[CH:26][C:25]([C:28]([F:31])([F:30])[F:29])=[CH:24][CH:23]=4)[N:20]=[C:16]3[CH:15]=[CH:14][CH:13]=2)(O)[CH3:10])[CH:6]=[CH:5][N:4]=1.C[Mg]Br.[Cl-].[NH4+], predict the reaction product. The product is: [F:30][C:28]([F:29])([F:31])[C:25]1[CH:26]=[CH:27][C:22]([NH:21][C:19]2[N:20]=[C:16]3[CH:15]=[CH:14][CH:13]=[C:12]([CH:9]([C:7]4[CH:6]=[CH:5][NH:4][C:3](=[O:2])[CH:8]=4)[CH3:10])[N:17]3[N:18]=2)=[CH:23][CH:24]=1.